From a dataset of Catalyst prediction with 721,799 reactions and 888 catalyst types from USPTO. Predict which catalyst facilitates the given reaction. (1) Reactant: C1(P(C2C=CC=CC=2)C2C=CC=CC=2)C=CC=CC=1.[O:20]1[CH2:25][CH2:24][O:23][C:22]2[CH:26]=[C:27]([C:30]3[CH:37]=[CH:36][CH:35]=[C:34]([CH2:38][OH:39])[C:31]=3[C:32]#[N:33])[CH:28]=[CH:29][C:21]1=2.[Br:40][C:41]1[C:42](O)=[CH:43][C:44]([OH:49])=[C:45]([CH:48]=1)[CH:46]=[O:47].N(C(OC(C)C)=O)=NC(OC(C)C)=O. Product: [Br:40][C:41]1[CH:48]=[C:45]([CH:46]=[O:47])[C:44]([OH:49])=[CH:43][C:42]=1[O:39][CH2:38][C:34]1[CH:35]=[CH:36][CH:37]=[C:30]([C:27]2[CH:28]=[CH:29][C:21]3[O:20][CH2:25][CH2:24][O:23][C:22]=3[CH:26]=2)[C:31]=1[C:32]#[N:33]. The catalyst class is: 7. (2) Reactant: C([N:5]1[C:17]2[C:16]3[CH:15]=[CH:14][CH:13]=[CH:12][C:11]=3[N:10]=[C:9](N)[C:8]=2[N:7]=[CH:6]1)C(C)C.C(OCCCC[CH2:28][CH:29]([CH3:31])[CH3:30])(=O)C=C.C([NH2:36])(=O)C=C.C(OCC)(=O)C. Product: [CH2:28]([N:7]1[C:8]2[C:17](=[C:16]([NH2:36])[CH:15]=[C:14]3[C:9]=2[N:10]=[CH:11][CH:12]=[CH:13]3)[N:5]=[CH:6]1)[CH:29]([CH3:31])[CH3:30]. The catalyst class is: 5. (3) Reactant: [NH2:1][C:2]1[CH:7]=[CH:6][C:5]([S:8][CH2:9][C:10]2[CH:15]=[CH:14][CH:13]=[CH:12][CH:11]=2)=[CH:4][C:3]=1/[CH:16]=[CH:17]/[C:18]([O:20][CH2:21][CH3:22])=[O:19].[CH:23]12[O:29][CH:24]1[CH2:25][CH2:26][CH2:27][CH2:28]2. Product: [CH2:9]([S:8][C:5]1[CH:6]=[CH:7][C:2]([NH:1][CH:23]2[CH2:28][CH2:27][CH2:26][CH2:25][CH:24]2[OH:29])=[C:3](/[CH:16]=[CH:17]/[C:18]([O:20][CH2:21][CH3:22])=[O:19])[CH:4]=1)[C:10]1[CH:15]=[CH:14][CH:13]=[CH:12][CH:11]=1. The catalyst class is: 11. (4) Reactant: [CH3:1][O:2][C:3]1([C:6]2[CH:11]=[CH:10][C:9]([C:12]#[C:13][C:14]3[CH:24]=[CH:23][C:17]([C:18]([O:20]CC)=[O:19])=[CH:16][CH:15]=3)=[CH:8][CH:7]=2)[CH2:5][CH2:4]1.[OH-].[Na+]. Product: [CH3:1][O:2][C:3]1([C:6]2[CH:7]=[CH:8][C:9]([C:12]#[C:13][C:14]3[CH:15]=[CH:16][C:17]([C:18]([OH:20])=[O:19])=[CH:23][CH:24]=3)=[CH:10][CH:11]=2)[CH2:5][CH2:4]1. The catalyst class is: 199. (5) The catalyst class is: 5. Reactant: [Cl:1][C:2]1[CH:7]=[C:6]2[NH:8][C:9](=[O:33])[C:10]3([CH:15]([C:16]4[CH:21]=[CH:20][CH:19]=[C:18]([Cl:22])[CH:17]=4)[CH2:14][C:13](=O)[NH:12][CH:11]3[C:24]3[C:29]([CH3:30])=[CH:28][CH:27]=[C:26]([F:31])[C:25]=3[F:32])[C:5]2=[CH:4][CH:3]=1.[BH4-].[Na+]. Product: [Cl:1][C:2]1[CH:7]=[C:6]2[NH:8][C:9](=[O:33])[C:10]3([CH:15]([C:16]4[CH:21]=[CH:20][CH:19]=[C:18]([Cl:22])[CH:17]=4)[CH2:14][CH2:13][NH:12][CH:11]3[C:24]3[C:29]([CH3:30])=[CH:28][CH:27]=[C:26]([F:31])[C:25]=3[F:32])[C:5]2=[CH:4][CH:3]=1. (6) Reactant: Cl.[NH2:2][C@@H:3]([C:22]1[CH:27]=[CH:26][CH:25]=[CH:24][CH:23]=1)[C:4]1[CH:5]=[C:6]([CH:19]=[CH:20][CH:21]=1)[O:7][CH2:8][C:9]1[CH:18]=[CH:17][C:12]([C:13]([O:15][CH3:16])=[O:14])=[CH:11][CH:10]=1.[C:28](Cl)(=[O:38])[O:29][C@@H:30]1[CH:35]2[CH2:36][CH2:37][N:32]([CH2:33][CH2:34]2)[CH2:31]1.O. Product: [C:22]1([C@H:3]([NH:2][C:28]([O:29][C@@H:30]2[CH:35]3[CH2:36][CH2:37][N:32]([CH2:33][CH2:34]3)[CH2:31]2)=[O:38])[C:4]2[CH:5]=[C:6]([CH:19]=[CH:20][CH:21]=2)[O:7][CH2:8][C:9]2[CH:18]=[CH:17][C:12]([C:13]([O:15][CH3:16])=[O:14])=[CH:11][CH:10]=2)[CH:23]=[CH:24][CH:25]=[CH:26][CH:27]=1. The catalyst class is: 17. (7) Reactant: C(N(C(C)C)C(C)C)C.[C:10]([NH:17][C:18]([NH2:20])=[NH:19])([O:12][C:13]([CH3:16])([CH3:15])[CH3:14])=[O:11].[CH3:21][O:22][C:23]1[CH:24]=[C:25]([CH2:31][C:32](Cl)=[O:33])[CH:26]=[CH:27][C:28]=1[O:29][CH3:30]. Product: [CH3:21][O:22][C:23]1[CH:24]=[C:25]([CH2:31][C:32]([NH:19][C:18]([NH:17][C:10]([O:12][C:13]([CH3:15])([CH3:16])[CH3:14])=[O:11])=[NH:20])=[O:33])[CH:26]=[CH:27][C:28]=1[O:29][CH3:30]. The catalyst class is: 4.